Predict the reactants needed to synthesize the given product. From a dataset of Full USPTO retrosynthesis dataset with 1.9M reactions from patents (1976-2016). (1) Given the product [CH3:11][O:10][C:7]1[CH:6]=[C:5]2[C:4](=[CH:9][CH:8]=1)[C:3](=[O:14])[N:26]([CH2:25][CH2:24][O:23][CH3:22])[CH2:12]2, predict the reactants needed to synthesize it. The reactants are: CO[C:3](=[O:14])[C:4]1[CH:9]=[CH:8][C:7]([O:10][CH3:11])=[CH:6][C:5]=1[CH2:12]Br.C(N(CC)CC)C.[CH3:22][O:23][CH2:24][CH2:25][NH2:26]. (2) Given the product [Cl:8][C:3]1[CH:2]=[C:1]([CH:6]=[CH:5][CH:4]=1)[CH2:7][S:16][C:15]1[N:17]=[C:22]([Cl:21])[S:25][N:14]=1, predict the reactants needed to synthesize it. The reactants are: [C:1]1([CH3:7])[CH:6]=[CH:5][CH:4]=[CH:3][CH:2]=1.[ClH:8].ClC1C=C(C=CC=1)C[NH:14][C:15](=[NH:17])[SH:16].[Cl:21][C:22]([SH:25])(Cl)Cl.[OH-].[Na+]. (3) Given the product [NH2:1][C:2]1[N:3]=[CH:4][C:5]([CH2:6][OH:7])=[CH:10][C:11]=1[I:12], predict the reactants needed to synthesize it. The reactants are: [NH2:1][C:2]1[C:11]([I:12])=[CH:10][C:5]([C:6](OC)=[O:7])=[CH:4][N:3]=1.CC(C[AlH]CC(C)C)C. (4) Given the product [S:31]1[C:27]2[CH:26]=[CH:25][CH:24]=[C:23]([O:22][C:19]3[CH:20]=[CH:21][C:16]([NH:15][C:13]4[C:14]5[N:6]([CH2:5][CH2:4][NH:3][C:34]([NH:33][CH3:36])=[O:35])[CH:7]=[CH:8][C:9]=5[N:10]=[CH:11][N:12]=4)=[CH:17][C:18]=3[Cl:32])[C:28]=2[CH:29]=[N:30]1, predict the reactants needed to synthesize it. The reactants are: Cl.Cl.[NH2:3][CH2:4][CH2:5][N:6]1[C:14]2[C:13]([NH:15][C:16]3[CH:21]=[CH:20][C:19]([O:22][C:23]4[C:28]5[CH:29]=[N:30][S:31][C:27]=5[CH:26]=[CH:25][CH:24]=4)=[C:18]([Cl:32])[CH:17]=3)=[N:12][CH:11]=[N:10][C:9]=2[CH:8]=[CH:7]1.[N:33]([CH3:36])=[C:34]=[O:35].C(N(CC)CC)C.CN(C)C=O. (5) Given the product [CH3:11][N:5]1[C:6](=[O:7])[C:8]([CH3:10])([CH3:9])[NH:2][C:3]1=[O:4], predict the reactants needed to synthesize it. The reactants are: I[N:2]1[C:8]([CH3:10])([CH3:9])[C:6](=[O:7])[N:5]([CH3:11])[C:3]1=[O:4].C=CC1C=CC=CC=1.O. (6) Given the product [F:39][CH:37]([F:38])[C:29]1[N:28]([C:18]2[N:19]=[C:20]([N:22]3[CH2:23][CH2:24][O:25][CH2:26][CH2:27]3)[N:21]=[C:16]([N:11]3[CH2:12][CH2:13][N:8]([S:5]([CH2:4][CH2:3][N:2]([CH3:14])[CH3:1])(=[O:6])=[O:7])[CH2:9][CH2:10]3)[N:17]=2)[C:32]2[CH:33]=[CH:34][CH:35]=[CH:36][C:31]=2[N:30]=1, predict the reactants needed to synthesize it. The reactants are: [CH3:1][N:2]([CH3:14])[CH2:3][CH2:4][S:5]([N:8]1[CH2:13][CH2:12][NH:11][CH2:10][CH2:9]1)(=[O:7])=[O:6].Cl[C:16]1[N:21]=[C:20]([N:22]2[CH2:27][CH2:26][O:25][CH2:24][CH2:23]2)[N:19]=[C:18]([N:28]2[C:32]3[CH:33]=[CH:34][CH:35]=[CH:36][C:31]=3[N:30]=[C:29]2[CH:37]([F:39])[F:38])[N:17]=1.CCN(CC)CC. (7) Given the product [N:13]1([CH2:2][CH2:3][C:4]2[C:12]3[C:7](=[CH:8][CH:9]=[CH:10][CH:11]=3)[NH:6][CH:5]=2)[CH:17]=[CH:16][N:15]=[CH:14]1, predict the reactants needed to synthesize it. The reactants are: Br[CH2:2][CH2:3][C:4]1[C:12]2[C:7](=[CH:8][CH:9]=[CH:10][CH:11]=2)[NH:6][CH:5]=1.[NH:13]1[CH:17]=[CH:16][N:15]=[CH:14]1.